Dataset: Catalyst prediction with 721,799 reactions and 888 catalyst types from USPTO. Task: Predict which catalyst facilitates the given reaction. (1) Reactant: [CH:1]1([CH2:4][O:5][NH:6][C:7]([C:9]2[C:22]([NH:23][C:24]3[CH:29]=[CH:28][C:27]([Br:30])=[CH:26][C:25]=3[CH3:31])=[C:21]([F:32])[C:12]3[N:13]=[CH:14][N:15]([CH2:16][CH2:17][CH2:18][CH:19]=O)[C:11]=3[CH:10]=2)=[O:8])[CH2:3][CH2:2]1.C1(CONC(C2C=C(F)[C:44]3[N:45]=[C:46]([CH2:48]CCC(O)CO)[NH:47][C:43]=3C=2)=O)CC1.P([O-])([O-])([O-])=O.I([O-])(=O)(=O)=O.[Na+].[C:69](OCC)(=O)C. Product: [CH:1]1([CH2:4][O:5][NH:6][C:7]([C:9]2[C:22]([NH:23][C:24]3[CH:29]=[CH:28][C:27]([Br:30])=[CH:26][C:25]=3[CH3:31])=[C:21]([F:32])[C:12]3[N:13]=[CH:14][N:15]([CH2:16][CH2:17][CH2:18][CH2:19][N:45]4[CH2:44][CH2:43][N:47]([CH3:69])[CH2:46][CH2:48]4)[C:11]=3[CH:10]=2)=[O:8])[CH2:2][CH2:3]1. The catalyst class is: 1. (2) Reactant: [C:1]([C:3]1[CH:8]=[C:7]([C:9]2[CH:18]=[CH:17][C:12]([C:13]([O:15][CH3:16])=[O:14])=[CH:11][CH:10]=2)[CH:6]=[CH:5][N:4]=1)#[N:2].C(=O)(O)[O-:20].[Na+]. Product: [C:1]([C:3]1[CH:8]=[C:7]([C:9]2[CH:18]=[CH:17][C:12]([C:13]([O:15][CH3:16])=[O:14])=[CH:11][CH:10]=2)[CH:6]=[CH:5][N:4]=1)(=[O:20])[NH2:2]. The catalyst class is: 65. (3) Product: [C:1]([N:4]1[CH2:8][CH2:7][C:6]2([C:16]3[C:11](=[CH:12][CH:13]=[C:14]([CH2:17][CH:18]=[O:19])[CH:15]=3)[N:10]([C:21]([NH:23][C:24]3[S:25][C:26]([Cl:29])=[CH:27][N:28]=3)=[O:22])[CH2:9]2)[CH2:5]1)(=[O:3])[CH3:2]. The catalyst class is: 21. Reactant: [C:1]([N:4]1[CH2:8][CH2:7][C:6]2([C:16]3[C:11](=[CH:12][CH:13]=[C:14]([CH:17]=[CH:18][O:19]C)[CH:15]=3)[N:10]([C:21]([NH:23][C:24]3[S:25][C:26]([Cl:29])=[CH:27][N:28]=3)=[O:22])[CH2:9]2)[CH2:5]1)(=[O:3])[CH3:2].Cl.C(=O)([O-])O.[Na+].O. (4) Reactant: [C:1]([O:5][C:6](=[O:11])[NH:7][CH2:8][CH2:9][NH2:10])([CH3:4])([CH3:3])[CH3:2].[CH3:12][CH2:13][O:14][C:15]([CH2:17]Br)=[O:16].C([O-])(O)=O.[Na+].C1(C)C=CC=CC=1.[C:31]([O:34][CH2:35][CH3:36])(=[O:33])[CH3:32]. Product: [CH2:13]([O:14][C:15](=[O:16])[CH2:17][N:10]([CH2:9][CH2:8][NH:7][C:6]([O:5][C:1]([CH3:4])([CH3:2])[CH3:3])=[O:11])[CH2:32][C:31]([O:34][CH2:35][CH3:36])=[O:33])[CH3:12]. The catalyst class is: 22. (5) Reactant: [Cl:1][C:2]1[N:3]=[C:4]([CH2:9][NH:10][C:11]2[CH:16]=[CH:15][CH:14]=[CH:13][C:12]=2/[CH:17]=[CH:18]/[C:19]([O:21]C)=O)[N:5]([CH3:8])[C:6]=1[Cl:7].[OH-:23].[Na+].[NH2:25]O.Cl. Product: [Cl:1][C:2]1[N:3]=[C:4]([CH2:9][NH:10][C:11]2[CH:16]=[CH:15][CH:14]=[CH:13][C:12]=2/[CH:17]=[CH:18]/[C:19]([NH:25][OH:23])=[O:21])[N:5]([CH3:8])[C:6]=1[Cl:7]. The catalyst class is: 36. (6) Reactant: Cl[C:2]1[CH:9]=[CH:8][C:5]([C:6]#[N:7])=[CH:4][N:3]=1.[F:10][C:11]([F:15])([F:14])[CH2:12][OH:13].CC(C)([O-])C.[K+]. Product: [F:10][C:11]([F:15])([F:14])[CH2:12][O:13][C:2]1[CH:9]=[CH:8][C:5]([C:6]#[N:7])=[CH:4][N:3]=1. The catalyst class is: 6.